This data is from Forward reaction prediction with 1.9M reactions from USPTO patents (1976-2016). The task is: Predict the product of the given reaction. (1) Given the reactants [Cl:1][C:2]1[CH:7]=[CH:6][CH:5]=[CH:4][C:3]=1[C:8]1[C:12]([C:13](OC)=[O:14])=[CH:11][N:10]([C:17]2[C:22]([CH3:23])=[CH:21][N:20]=[C:19]([F:24])[CH:18]=2)[N:9]=1.[AlH4-].[Li+], predict the reaction product. The product is: [Cl:1][C:2]1[CH:7]=[CH:6][CH:5]=[CH:4][C:3]=1[C:8]1[C:12]([CH2:13][OH:14])=[CH:11][N:10]([C:17]2[C:22]([CH3:23])=[CH:21][N:20]=[C:19]([F:24])[CH:18]=2)[N:9]=1. (2) Given the reactants [Cl:1][C:2]1[CH:7]=[CH:6][C:5]([C:8]2[C:17]3[C:12](=[CH:13][CH:14]=[C:15]([C:18](O)=[O:19])[CH:16]=3)[CH:11]=[N:10][CH:9]=2)=[CH:4][CH:3]=1.C([N:24](CC)[CH:25]([CH3:27])[CH3:26])(C)C.F[P-](F)(F)(F)(F)F.N1(OC(N(C)C)=[N+](C)C)C2N=CC=CC=2N=N1.C1(N)CC1, predict the reaction product. The product is: [Cl:1][C:2]1[CH:7]=[CH:6][C:5]([C:8]2[C:17]3[C:12](=[CH:13][CH:14]=[C:15]([C:18]([NH:24][CH:25]4[CH2:27][CH2:26]4)=[O:19])[CH:16]=3)[CH:11]=[N:10][CH:9]=2)=[CH:4][CH:3]=1. (3) Given the reactants [Cl:1][C:2]1[C:23]2[O:22][C:9]3[C:10](=[O:21])[N:11]([C@@H:13]([CH2:17][CH:18]([CH3:20])[CH3:19])[C:14](O)=[O:15])[CH2:12][C:8]=3[CH2:7][C:6]=2[CH:5]=[CH:4][CH:3]=1.[CH3:24][O:25][C:26](=[O:34])[C:27]1[CH:32]=[CH:31][C:30]([NH2:33])=[N:29][CH:28]=1.ON1C2C=CC=CC=2N=N1, predict the reaction product. The product is: [CH3:24][O:25][C:26](=[O:34])[C:27]1[CH:32]=[CH:31][C:30]([NH:33][C:14](=[O:15])[C@@H:13]([N:11]2[CH2:12][C:8]3[CH2:7][C:6]4[CH:5]=[CH:4][CH:3]=[C:2]([Cl:1])[C:23]=4[O:22][C:9]=3[C:10]2=[O:21])[CH2:17][CH:18]([CH3:20])[CH3:19])=[N:29][CH:28]=1. (4) Given the reactants [CH:1]([C:3]1[CH:4]=[C:5]([C:9]2[CH:14]=[CH:13][C:12]([C:15]([NH2:17])=[O:16])=[CH:11][C:10]=2[CH3:18])[CH:6]=[CH:7][CH:8]=1)=O.[ClH:19].[CH3:20][C:21]1([CH3:29])[CH2:26][CH2:25][CH:24]([CH2:27][NH2:28])[CH2:23][CH2:22]1.C(O[BH-](OC(=O)C)OC(=O)C)(=O)C.[Na+].O, predict the reaction product. The product is: [ClH:19].[CH3:20][C:21]1([CH3:29])[CH2:26][CH2:25][CH:24]([CH2:27][NH:28][CH2:1][C:3]2[CH:4]=[C:5]([C:9]3[CH:14]=[CH:13][C:12]([C:15]([NH2:17])=[O:16])=[CH:11][C:10]=3[CH3:18])[CH:6]=[CH:7][CH:8]=2)[CH2:23][CH2:22]1.